From a dataset of Full USPTO retrosynthesis dataset with 1.9M reactions from patents (1976-2016). Predict the reactants needed to synthesize the given product. (1) Given the product [Cl:1][C:2]1[N:3]([C@@H:17]2[O:23][C@H:22]([CH2:24][OH:25])[C@@H:20]([OH:21])[C@H:18]2[OH:19])[C:4]2[C:9]([C:10]=1[C:11](=[O:14])[CH2:12][CH3:13])=[CH:8][C:7]([Cl:15])=[C:6]([Cl:16])[CH:5]=2, predict the reactants needed to synthesize it. The reactants are: [Cl:1][C:2]1[N:3]([C@@H:17]2[O:23][C@H:22]([CH2:24][O:25]C(=O)C)[C@@H:20]([OH:21])[C@H:18]2[OH:19])[C:4]2[C:9]([C:10]=1[C:11](=[O:14])[CH2:12][CH3:13])=[CH:8][C:7]([Cl:15])=[C:6]([Cl:16])[CH:5]=2.C[O-].[Na+]. (2) Given the product [CH3:1][C:2]1[N:3]=[CH:4][C:5](/[CH:8]=[CH:9]/[C:11]2[CH:19]=[CH:18][C:17]3[NH:16][C:15]4[CH:20]5[CH2:26][CH2:25][N:23]([CH2:24][C:14]=4[C:13]=3[CH:12]=2)[CH2:22][CH2:21]5)=[CH:6][CH:7]=1, predict the reactants needed to synthesize it. The reactants are: [CH3:1][C:2]1[CH:7]=[CH:6][C:5]([CH:8]=[CH2:9])=[CH:4][N:3]=1.Br[C:11]1[CH:19]=[CH:18][C:17]2[NH:16][C:15]3[CH:20]4[CH2:26][CH2:25][N:23]([CH2:24][C:14]=3[C:13]=2[CH:12]=1)[CH2:22][CH2:21]4. (3) Given the product [Br:9][C:6]1[CH:7]=[C:2]([F:1])[C:3]([OH:8])=[N:4][CH:5]=1, predict the reactants needed to synthesize it. The reactants are: [F:1][C:2]1[C:3]([OH:8])=[N:4][CH:5]=[CH:6][CH:7]=1.[Br:9]Br. (4) Given the product [C@@H:1]12[O:7][C@@H:4]([CH2:5][CH2:6]1)[CH2:3][C@H:2]2[CH2:8][C:9]([OH:11])=[O:10], predict the reactants needed to synthesize it. The reactants are: [C@@H:1]12[O:7][C@@H:4]([CH2:5][CH2:6]1)[CH2:3][C@H:2]2[CH2:8][C:9]([O:11]C)=[O:10].O[Li].O. (5) Given the product [Cl:19][C:14]1[CH:15]=[CH:16][CH:17]=[C:18]2[C:13]=1[N:12]=[CH:11][N:10]=[C:9]2[C:3]1[CH:4]=[C:5]([O:8][C:25]2[CH:26]=[CH:21][CH:22]=[C:23]([S:27]([CH2:30][CH3:31])(=[O:28])=[O:29])[CH:24]=2)[CH:6]=[CH:7][C:2]=1[Cl:1], predict the reactants needed to synthesize it. The reactants are: [Cl:1][C:2]1[CH:7]=[CH:6][C:5]([OH:8])=[CH:4][C:3]=1[C:9]1[C:18]2[C:13](=[C:14]([Cl:19])[CH:15]=[CH:16][CH:17]=2)[N:12]=[CH:11][N:10]=1.Br[C:21]1[CH:26]=[CH:25][CH:24]=[C:23]([S:27]([CH2:30][CH3:31])(=[O:29])=[O:28])[CH:22]=1.